This data is from Forward reaction prediction with 1.9M reactions from USPTO patents (1976-2016). The task is: Predict the product of the given reaction. (1) Given the reactants [F:1][C:2]1[CH:7]=[C:6]([O:8][CH3:9])[CH:5]=[CH:4][C:3]=1[N+:10]([O-])=O.[CH:13]([Mg]Br)=[CH2:14].C1COCC1.[Cl-].[NH4+].Cl, predict the reaction product. The product is: [F:1][C:2]1[CH:7]=[C:6]([O:8][CH3:9])[CH:5]=[C:4]2[C:3]=1[NH:10][CH:14]=[CH:13]2. (2) The product is: [CH2:1]([O:8][C:9](=[O:25])[C:10]1[CH:15]=[CH:14][CH:13]=[C:12]([O:16][C:17]2[CH:22]=[CH:21][C:20]([O:23][CH2:30][C:29]([O:28][CH2:26][CH3:27])=[O:32])=[C:19]([CH3:24])[CH:18]=2)[CH:11]=1)[C:2]1[CH:7]=[CH:6][CH:5]=[CH:4][CH:3]=1. Given the reactants [CH2:1]([O:8][C:9](=[O:25])[C:10]1[CH:15]=[CH:14][CH:13]=[C:12]([O:16][C:17]2[CH:22]=[CH:21][C:20]([OH:23])=[C:19]([CH3:24])[CH:18]=2)[CH:11]=1)[C:2]1[CH:7]=[CH:6][CH:5]=[CH:4][CH:3]=1.[CH2:26]([O:28][C:29](=[O:32])[CH2:30]Br)[CH3:27].C(=O)([O-])[O-].[Cs+].[Cs+], predict the reaction product.